From a dataset of Reaction yield outcomes from USPTO patents with 853,638 reactions. Predict the reaction yield, written as a fraction of the theoretical maximum amount of product (1.0 means a 100% yield; for example, 0.34 means a 34% yield). The reactants are CO.[C:3]([O-])(=[S:5])[CH3:4].[K+].[C:8]([C:12]1[CH:17]=[CH:16][C:15]([CH:18](Br)[C:19]([O:21][CH3:22])=[O:20])=[CH:14][CH:13]=1)([CH3:11])([CH3:10])[CH3:9].CCCCCCC. The catalyst is O. The product is [C:3]([CH:18]([C:15]1[CH:16]=[CH:17][C:12]([C:8]([CH3:11])([CH3:10])[CH3:9])=[CH:13][CH:14]=1)[C:19]([O:21][CH3:22])=[O:20])(=[S:5])[CH3:4]. The yield is 0.833.